From a dataset of Full USPTO retrosynthesis dataset with 1.9M reactions from patents (1976-2016). Predict the reactants needed to synthesize the given product. (1) The reactants are: [ClH:1].FC1C=C(NC(=O)CC(NC2C=CC(F)=CC=2)=O)C=CC=1OC1C2=C(C)C(OC[CH2:21][N:22]3[CH2:27][CH2:26][O:25][CH2:24][CH2:23]3)=CN2N=CN=1.[F:43][C:44]1[CH:45]=[C:46]([NH:63][C:64]([NH:66][C:67](=[O:76])[CH2:68][C:69]2[CH:74]=[CH:73][C:72]([F:75])=[CH:71][CH:70]=2)=[S:65])[CH:47]=[CH:48][C:49]=1[O:50][C:51]1[C:56]2=[C:57]([CH3:62])[C:58]([O:60][CH3:61])=[CH:59][N:55]2[N:54]=[CH:53][N:52]=1. Given the product [ClH:1].[F:43][C:44]1[CH:45]=[C:46]([NH:63][C:64]([NH:66][C:67](=[O:76])[CH2:68][C:69]2[CH:70]=[CH:71][C:72]([F:75])=[CH:73][CH:74]=2)=[S:65])[CH:47]=[CH:48][C:49]=1[O:50][C:51]1[C:56]2=[C:57]([CH3:62])[C:58]([O:60][CH2:61][CH2:21][N:22]3[CH2:27][CH2:26][O:25][CH2:24][CH2:23]3)=[CH:59][N:55]2[N:54]=[CH:53][N:52]=1, predict the reactants needed to synthesize it. (2) Given the product [Cl:20][C:21]1[CH:22]=[C:23]([CH:26]=[CH:27][C:28]=1[Cl:29])[CH2:24][O:5][C:4](=[O:6])[CH:3]([C:7]1[CH:12]=[CH:11][C:10]([O:13][CH2:24][C:23]2[CH:26]=[CH:27][C:28]([Cl:29])=[C:21]([Cl:20])[CH:22]=2)=[CH:9][CH:8]=1)[OH:2], predict the reactants needed to synthesize it. The reactants are: O.[OH:2][CH:3]([C:7]1[CH:12]=[CH:11][C:10]([OH:13])=[CH:9][CH:8]=1)[C:4]([OH:6])=[O:5].C([O-])([O-])=O.[K+].[K+].[Cl:20][C:21]1[CH:22]=[C:23]([CH:26]=[CH:27][C:28]=1[Cl:29])[CH2:24]Br.O. (3) The reactants are: [C:1]([O:5][C:6](=[O:17])[NH:7][C@H:8]1[CH2:13][C@H:12]([OH:14])[CH2:11][C:10]([CH3:16])([CH3:15])[CH2:9]1)([CH3:4])([CH3:3])[CH3:2].I[CH3:19]. Given the product [C:1]([O:5][C:6](=[O:17])[NH:7][C@H:8]1[CH2:13][C@H:12]([O:14][CH3:19])[CH2:11][C:10]([CH3:16])([CH3:15])[CH2:9]1)([CH3:4])([CH3:2])[CH3:3], predict the reactants needed to synthesize it.